This data is from Catalyst prediction with 721,799 reactions and 888 catalyst types from USPTO. The task is: Predict which catalyst facilitates the given reaction. (1) Reactant: [Br:1][C:2]1[CH:3]=[C:4]2[C:9](=[CH:10][C:11]=1[CH2:12][N:13]1[CH2:18][CH2:17][NH:16][CH2:15][CH2:14]1)[N:8]=[CH:7][N:6]([CH2:19][C:20]1[CH:25]=[C:24]([Cl:26])[CH:23]=[CH:22][C:21]=1[S:27]([CH2:30][CH3:31])(=[O:29])=[O:28])[C:5]2=[O:32].[CH3:33][N:34]1[CH2:39][CH2:38][C:37](=O)[CH2:36][CH2:35]1. Product: [Br:1][C:2]1[CH:3]=[C:4]2[C:9](=[CH:10][C:11]=1[CH2:12][N:13]1[CH2:14][CH2:15][N:16]([CH:37]3[CH2:38][CH2:39][N:34]([CH3:33])[CH2:35][CH2:36]3)[CH2:17][CH2:18]1)[N:8]=[CH:7][N:6]([CH2:19][C:20]1[CH:25]=[C:24]([Cl:26])[CH:23]=[CH:22][C:21]=1[S:27]([CH2:30][CH3:31])(=[O:28])=[O:29])[C:5]2=[O:32]. The catalyst class is: 13. (2) Reactant: [CH3:1][O:2][C:3]1[C:11]2[O:10][CH:9]=[C:8]([CH2:12][C:13]([CH3:15])=O)[C:7]=2[CH:6]=[CH:5][CH:4]=1.[CH3:16][O:17][C:18]1[CH:19]=[C:20]2[C:25](=[C:26]([N:28]3[CH2:33][CH2:32][NH:31][CH2:30][CH2:29]3)[CH:27]=1)[N:24]=[CH:23][CH:22]=[CH:21]2.C(O[BH-](OC(=O)C)OC(=O)C)(=O)C.[Na+]. Product: [CH3:16][O:17][C:18]1[CH:19]=[C:20]2[C:25](=[C:26]([N:28]3[CH2:29][CH2:30][N:31]([CH:13]([CH3:15])[CH2:12][C:8]4[C:7]5[CH:6]=[CH:5][CH:4]=[C:3]([O:2][CH3:1])[C:11]=5[O:10][CH:9]=4)[CH2:32][CH2:33]3)[CH:27]=1)[N:24]=[CH:23][CH:22]=[CH:21]2. The catalyst class is: 478.